Dataset: CYP2C19 inhibition data for predicting drug metabolism from PubChem BioAssay. Task: Regression/Classification. Given a drug SMILES string, predict its absorption, distribution, metabolism, or excretion properties. Task type varies by dataset: regression for continuous measurements (e.g., permeability, clearance, half-life) or binary classification for categorical outcomes (e.g., BBB penetration, CYP inhibition). Dataset: cyp2c19_veith. The molecule is NC(N)=NC(N)=Nc1ccccc1. The result is 1 (inhibitor).